This data is from Peptide-MHC class II binding affinity with 134,281 pairs from IEDB. The task is: Regression. Given a peptide amino acid sequence and an MHC pseudo amino acid sequence, predict their binding affinity value. This is MHC class II binding data. (1) The peptide sequence is LLTKFVAAALHNIKC. The MHC is DRB1_0701 with pseudo-sequence DRB1_0701. The binding affinity (normalized) is 0.897. (2) The peptide sequence is MNVSIPHSFTMTLK. The MHC is DRB4_0101 with pseudo-sequence DRB4_0103. The binding affinity (normalized) is 0.225. (3) The MHC is HLA-DQA10101-DQB10501 with pseudo-sequence HLA-DQA10101-DQB10501. The peptide sequence is SQDLELSWNLHGLQAY. The binding affinity (normalized) is 0.760. (4) The peptide sequence is ELNNALQNLARTISE. The MHC is DRB1_0405 with pseudo-sequence DRB1_0405. The binding affinity (normalized) is 0.433. (5) The peptide sequence is LAARTLLAAADELVG. The MHC is DRB1_0405 with pseudo-sequence DRB1_0405. The binding affinity (normalized) is 0.451. (6) The peptide sequence is VPHVIEEVMNIVLIA. The MHC is DRB1_0101 with pseudo-sequence DRB1_0101. The binding affinity (normalized) is 0.613. (7) The peptide sequence is PASAIVNFVSKVMIG. The MHC is DRB1_0404 with pseudo-sequence DRB1_0404. The binding affinity (normalized) is 0.462.